This data is from Full USPTO retrosynthesis dataset with 1.9M reactions from patents (1976-2016). The task is: Predict the reactants needed to synthesize the given product. Given the product [Br:1][C:2]1[CH:7]=[CH:6][CH:5]=[CH:4][C:3]=1[C:8]([Br:11])([F:10])[F:9], predict the reactants needed to synthesize it. The reactants are: [Br:1][C:2]1[CH:7]=[CH:6][CH:5]=[CH:4][C:3]=1[CH:8]([F:10])[F:9].[Br:11]N1C(=O)CCC1=O.